Dataset: Forward reaction prediction with 1.9M reactions from USPTO patents (1976-2016). Task: Predict the product of the given reaction. Given the reactants [CH2:1]([O:3][C:4](=[O:25])[CH2:5][C:6]([NH:8][C:9]1([CH2:20][C:21]([O:23]C)=O)[CH2:12][N:11]([C:13]([O:15][C:16]([CH3:19])([CH3:18])[CH3:17])=[O:14])[CH2:10]1)=[O:7])C.COC(=O)CC1(NC(=O)CC(OCC)=O)CCCCC1, predict the reaction product. The product is: [O:7]=[C:6]1[CH:5]([C:4]([O:3][CH3:1])=[O:25])[C:21](=[O:23])[CH2:20][C:9]2([CH2:10][N:11]([C:13]([O:15][C:16]([CH3:19])([CH3:18])[CH3:17])=[O:14])[CH2:12]2)[NH:8]1.